Dataset: Forward reaction prediction with 1.9M reactions from USPTO patents (1976-2016). Task: Predict the product of the given reaction. (1) Given the reactants [CH2:1]([C:3]1[CH:8]=[C:7]([CH2:9][CH3:10])[C:6]([S:11][CH2:12][C:13]([F:16])([F:15])[F:14])=[CH:5][C:4]=1[N:17]1[C:22]([CH3:23])=[C:21]([C:24]#[N:25])[C:20](=[O:26])[NH:19][C:18]1=[O:27])[CH3:2].OO.S(=O)(O)[O-:31], predict the reaction product. The product is: [CH2:1]([C:3]1[CH:8]=[C:7]([CH2:9][CH3:10])[C:6]([S:11]([CH2:12][C:13]([F:16])([F:14])[F:15])=[O:31])=[CH:5][C:4]=1[N:17]1[C:22]([CH3:23])=[C:21]([C:24]#[N:25])[C:20](=[O:26])[NH:19][C:18]1=[O:27])[CH3:2]. (2) Given the reactants Cl[C:2]1[C:3]([N:22]2[CH2:27][CH2:26][CH:25]([C:28]([OH:31])([CH3:30])[CH3:29])[CH2:24][CH2:23]2)=[N:4][CH:5]=[C:6]([C:8]2[C:17]3[C:12](=[CH:13][C:14]([O:20][CH3:21])=[C:15]([O:18][CH3:19])[CH:16]=3)[N:11]=[N:10][CH:9]=2)[CH:7]=1.[CH:32]1(B(O)O)[CH2:34][CH2:33]1.C(=O)([O-])[O-].[K+].[K+].C1(P(C2CCCCC2)C2C=CC=CC=2C2C=CC=CC=2C)CCCCC1, predict the reaction product. The product is: [CH:32]1([C:2]2[C:3]([N:22]3[CH2:27][CH2:26][CH:25]([C:28]([OH:31])([CH3:30])[CH3:29])[CH2:24][CH2:23]3)=[N:4][CH:5]=[C:6]([C:8]3[C:17]4[C:12](=[CH:13][C:14]([O:20][CH3:21])=[C:15]([O:18][CH3:19])[CH:16]=4)[N:11]=[N:10][CH:9]=3)[CH:7]=2)[CH2:34][CH2:33]1. (3) The product is: [Cl:1][C:2]1[CH:7]=[CH:6][C:5]([C:8]2[O:24][C:11]([C:12]([CH3:16])([CH3:15])[C:13]#[N:14])=[CH:10][C:9]=2[C:18]2[CH:23]=[CH:22][N:21]=[CH:20][CH:19]=2)=[CH:4][C:3]=1[O:25][CH3:26]. Given the reactants [Cl:1][C:2]1[CH:7]=[CH:6][C:5]([C:8](=[O:24])[CH:9]([C:18]2[CH:23]=[CH:22][N:21]=[CH:20][CH:19]=2)[CH2:10][C:11](=O)[C:12]([CH3:16])([CH3:15])[C:13]#[N:14])=[CH:4][C:3]=1[O:25][CH3:26].O=P12OP3(OP(OP(O3)(O1)=O)(=O)O2)=O.C(=O)([O-])O.[Na+], predict the reaction product. (4) Given the reactants C([O:5][C:6](=[O:39])[CH2:7][O:8][C:9]1[C:14]([CH3:15])=[CH:13][C:12]([C:16]2[O:17][C:18]3[N:19]=[C:20]([O:29][C:30]4[CH:35]=[C:34]([F:36])[CH:33]=[CH:32][C:31]=4[F:37])[N:21]=[C:22]([O:25][CH2:26][CH2:27][CH3:28])[C:23]=3[N:24]=2)=[CH:11][C:10]=1[CH3:38])(C)(C)C.FC(F)(F)C(O)=O, predict the reaction product. The product is: [F:37][C:31]1[CH:32]=[CH:33][C:34]([F:36])=[CH:35][C:30]=1[O:29][C:20]1[N:21]=[C:22]([O:25][CH2:26][CH2:27][CH3:28])[C:23]2[N:24]=[C:16]([C:12]3[CH:11]=[C:10]([CH3:38])[C:9]([O:8][CH2:7][C:6]([OH:39])=[O:5])=[C:14]([CH3:15])[CH:13]=3)[O:17][C:18]=2[N:19]=1. (5) Given the reactants [NH2:1][CH:2]([C:4]1[CH:9]=[C:8]([N:10]([CH2:19][O:20][CH2:21][CH2:22][Si:23]([CH3:26])([CH3:25])[CH3:24])[CH2:11][O:12][CH2:13][CH2:14][Si:15]([CH3:18])([CH3:17])[CH3:16])[N:7]2[N:27]=[CH:28][CH:29]=[C:6]2[N:5]=1)[CH3:3].[O:30]1[CH2:35][CH2:34][C:33](=O)[CH2:32][CH2:31]1.CC(O)=O.[BH3-]C#N.[Na+], predict the reaction product. The product is: [O:30]1[CH2:35][CH2:34][CH:33]([NH:1][CH:2]([C:4]2[CH:9]=[C:8]([N:10]([CH2:19][O:20][CH2:21][CH2:22][Si:23]([CH3:26])([CH3:25])[CH3:24])[CH2:11][O:12][CH2:13][CH2:14][Si:15]([CH3:16])([CH3:18])[CH3:17])[N:7]3[N:27]=[CH:28][CH:29]=[C:6]3[N:5]=2)[CH3:3])[CH2:32][CH2:31]1. (6) Given the reactants [C:1]([O:5][C:6](=[O:27])[CH:7]([C:15]1[CH:20]=[C:19]([C:21]([O:23][CH3:24])=[O:22])[C:18]([F:25])=[CH:17][C:16]=1[NH2:26])[C:8]([O:10][C:11]([CH3:14])([CH3:13])[CH3:12])=[O:9])([CH3:4])([CH3:3])[CH3:2].[CH2:28]([O:35][C:36]([N:38]1[CH2:43][CH2:42][C:41](=O)[CH2:40][CH2:39]1)=[O:37])[C:29]1[CH:34]=[CH:33][CH:32]=[CH:31][CH:30]=1.C(O)(=O)C.C(O[BH-](OC(=O)C)OC(=O)C)(=O)C.[Na+], predict the reaction product. The product is: [C:11]([O:10][C:8](=[O:9])[CH:7]([C:15]1[CH:20]=[C:19]([C:21]([O:23][CH3:24])=[O:22])[C:18]([F:25])=[CH:17][C:16]=1[NH:26][CH:41]1[CH2:42][CH2:43][N:38]([C:36]([O:35][CH2:28][C:29]2[CH:30]=[CH:31][CH:32]=[CH:33][CH:34]=2)=[O:37])[CH2:39][CH2:40]1)[C:6]([O:5][C:1]([CH3:2])([CH3:3])[CH3:4])=[O:27])([CH3:14])([CH3:13])[CH3:12]. (7) Given the reactants Br[C:2]1[C:3]([C:11]2[CH:16]=[CH:15][CH:14]=[CH:13][CH:12]=2)=[N:4][N:5]2[CH2:10][CH2:9][CH2:8][O:7][C:6]=12.CC1(C)C(C)(C)OB([C:25]2[CH:30]=[CH:29][N:28]=[C:27]([NH:31]C(=O)OC(C)(C)C)[CH:26]=2)O1.C(=O)([O-])[O-].[Na+].[Na+], predict the reaction product. The product is: [C:11]1([C:3]2[C:2]([C:25]3[CH:30]=[CH:29][N:28]=[C:27]([NH2:31])[CH:26]=3)=[C:6]3[O:7][CH2:8][CH2:9][CH2:10][N:5]3[N:4]=2)[CH:16]=[CH:15][CH:14]=[CH:13][CH:12]=1. (8) Given the reactants [CH3:1][O:2][C:3]1[CH:4]=[C:5]2[C:10](=[CH:11][CH:12]=1)[N:9]=[CH:8][C:7]([C:13]([OH:15])=[O:14])=[CH:6]2.CO[C:18]([C@H:20]1[CH2:25][CH2:24][C@H:23]([N:26]([CH2:28][C:29]2[CH:38]=[CH:37][C:32]3[O:33][CH2:34][CH2:35][O:36][C:31]=3[CH:30]=2)[CH3:27])[CH2:22][CH2:21]1)=O, predict the reaction product. The product is: [O:33]1[C:32]2[CH:37]=[CH:38][C:29]([CH2:28][N:26]([CH3:27])[C@H:23]3[CH2:24][CH2:25][C@H:20]([CH2:18][O:14][C:13]([C:7]4[CH:8]=[N:9][C:10]5[C:5]([CH:6]=4)=[CH:4][C:3]([O:2][CH3:1])=[CH:12][CH:11]=5)=[O:15])[CH2:21][CH2:22]3)=[CH:30][C:31]=2[O:36][CH2:35][CH2:34]1. (9) Given the reactants [CH3:1][O:2][C:3]([NH:5][C@H:6]([C:56]1[CH:61]=[CH:60][CH:59]=[CH:58][CH:57]=1)[C:7]([N:9]1[CH2:13][C@@H:12]([CH3:14])[CH2:11][C@H:10]1[C:15]1[NH:16][C:17]([C:20]2[CH:33]=[C:32]3[O:34][CH2:35][C:29]4[C:30]5[C:31]3=[C:22]([CH2:23][O:24][C:25]=5[CH:26]=[C:27]([C:36]3[NH:40][C:39]([C@@H:41]5[CH2:45][C@H:44]([CH2:46][O:47][CH3:48])[CH2:43][N:42]5C(OC(C)(C)C)=O)=[N:38][CH:37]=3)[CH:28]=4)[CH:21]=2)=[CH:18][N:19]=1)=[O:8])=[O:4].Cl, predict the reaction product. The product is: [CH3:48][O:47][CH2:46][C@@H:44]1[CH2:43][NH:42][C@H:41]([C:39]2[NH:40][C:36]([C:27]3[CH:26]=[C:25]4[O:24][CH2:23][C:22]5[C:31]6[C:30]4=[C:29]([CH2:35][O:34][C:32]=6[CH:33]=[C:20]([C:17]4[NH:16][C:15]([C@@H:10]6[CH2:11][C@H:12]([CH3:14])[CH2:13][N:9]6[C:7](=[O:8])[C@H:6]([NH:5][C:3](=[O:4])[O:2][CH3:1])[C:56]6[CH:57]=[CH:58][CH:59]=[CH:60][CH:61]=6)=[N:19][CH:18]=4)[CH:21]=5)[CH:28]=3)=[CH:37][N:38]=2)[CH2:45]1. (10) Given the reactants [C:1]([N:4]1[C@@H:10]([CH3:11])[C@H:9]([NH:12][C:13](=[O:25])[C@@H:14]([N:16](C)[C:17](=O)OC(C)(C)C)[CH3:15])[C:8](=[O:26])[N:7]([CH2:27][C:28]2[C:37]3[C:32](=[CH:33][CH:34]=[CH:35][CH:36]=3)[CH:31]=[CH:30][C:29]=2[O:38][CH3:39])[C:6]2[CH:40]=[CH:41][CH:42]=[CH:43][C:5]1=2)(=[O:3])[CH3:2].[ClH:44], predict the reaction product. The product is: [ClH:44].[C:1]([N:4]1[C@@H:10]([CH3:11])[C@H:9]([NH:12][C:13](=[O:25])[C@@H:14]([NH:16][CH3:17])[CH3:15])[C:8](=[O:26])[N:7]([CH2:27][C:28]2[C:37]3[C:32](=[CH:33][CH:34]=[CH:35][CH:36]=3)[CH:31]=[CH:30][C:29]=2[O:38][CH3:39])[C:6]2[CH:40]=[CH:41][CH:42]=[CH:43][C:5]1=2)(=[O:3])[CH3:2].